Regression. Given two drug SMILES strings and cell line genomic features, predict the synergy score measuring deviation from expected non-interaction effect. From a dataset of NCI-60 drug combinations with 297,098 pairs across 59 cell lines. Drug 1: CC1=C(C=C(C=C1)C(=O)NC2=CC(=CC(=C2)C(F)(F)F)N3C=C(N=C3)C)NC4=NC=CC(=N4)C5=CN=CC=C5. Drug 2: B(C(CC(C)C)NC(=O)C(CC1=CC=CC=C1)NC(=O)C2=NC=CN=C2)(O)O. Cell line: SK-MEL-2. Synergy scores: CSS=31.2, Synergy_ZIP=-3.10, Synergy_Bliss=-6.37, Synergy_Loewe=-32.2, Synergy_HSA=-6.51.